From a dataset of Full USPTO retrosynthesis dataset with 1.9M reactions from patents (1976-2016). Predict the reactants needed to synthesize the given product. (1) Given the product [F:1][C:2]1[CH:3]=[C:4]([CH2:9][C:10]([NH:14][CH3:13])=[O:12])[CH:5]=[CH:6][C:7]=1[OH:8], predict the reactants needed to synthesize it. The reactants are: [F:1][C:2]1[CH:3]=[C:4]([CH2:9][C:10]([OH:12])=O)[CH:5]=[CH:6][C:7]=1[OH:8].[CH3:13][NH2:14]. (2) Given the product [OH:8][CH:6]1[CH2:5][CH2:4][N:3]([C:9]([O:11][C:12]([CH3:15])([CH3:14])[CH3:13])=[O:10])[CH:2]([CH3:1])[CH2:7]1, predict the reactants needed to synthesize it. The reactants are: [CH3:1][CH:2]1[CH2:7][C:6](=[O:8])[CH2:5][CH2:4][N:3]1[C:9]([O:11][C:12]([CH3:15])([CH3:14])[CH3:13])=[O:10].[BH4-].[Na+].O.C(OCC)(=O)C. (3) Given the product [CH3:13][C:14]1[NH:15][C:16]2[C:21]([C:22]=1[CH3:23])=[CH:20][C:19]([NH:24][C:25]1[C:34]3[C:29](=[CH:30][C:31]([O:37][CH2:65]/[CH:64]=[CH:63]/[CH2:62][N:57]4[CH2:61][CH2:60][CH2:59][CH2:58]4)=[C:32]([O:35][CH3:36])[CH:33]=3)[N:28]=[CH:27][N:26]=1)=[CH:18][CH:17]=2, predict the reactants needed to synthesize it. The reactants are: N(C(OCC)=O)=NC(OCC)=O.[CH3:13][C:14]1[NH:15][C:16]2[C:21]([C:22]=1[CH3:23])=[CH:20][C:19]([NH:24][C:25]1[C:34]3[C:29](=[CH:30][C:31]([OH:37])=[C:32]([O:35][CH3:36])[CH:33]=3)[N:28]=[CH:27][N:26]=1)=[CH:18][CH:17]=2.C1(P(C2C=CC=CC=2)C2C=CC=CC=2)C=CC=CC=1.[N:57]1([CH2:62]/[CH:63]=[CH:64]/[CH2:65]O)[CH2:61][CH2:60][CH2:59][CH2:58]1.